This data is from Forward reaction prediction with 1.9M reactions from USPTO patents (1976-2016). The task is: Predict the product of the given reaction. (1) The product is: [Br:13][C:4]1[CH:5]=[CH:6][C:1]([N:7]2[CH2:12][CH2:11][O:10][CH2:9][CH2:8]2)=[CH:2][CH:3]=1. Given the reactants [C:1]1([N:7]2[CH2:12][CH2:11][O:10][CH2:9][CH2:8]2)[CH:6]=[CH:5][CH:4]=[CH:3][CH:2]=1.[Br:13]Br.O.[OH-].[Na+], predict the reaction product. (2) Given the reactants COC1C=CC(C([NH:24][C:25]2[N:30]([CH3:31])[C:29](=[O:32])[C:28]([CH3:34])([CH3:33])[C@:27]([C:36]3[CH:41]=[C:40](Br)[CH:39]=[CH:38][C:37]=3[F:43])([CH3:35])[N:26]=2)(C2C=CC(OC)=CC=2)C2C=CC=CC=2)=CC=1.[NH2:44][C:45]1[CH:46]=[C:47]([CH:50]=[CH:51][CH:52]=1)[C:48]#[N:49], predict the reaction product. The product is: [NH2:24][C:25]1[N:30]([CH3:31])[C:29](=[O:32])[C:28]([CH3:34])([CH3:33])[C@:27]([C:36]2[CH:41]=[C:40]([NH:44][C:45]3[CH:46]=[C:47]([CH:50]=[CH:51][CH:52]=3)[C:48]#[N:49])[CH:39]=[CH:38][C:37]=2[F:43])([CH3:35])[N:26]=1. (3) Given the reactants [OH:1][CH:2]1[CH2:7][CH2:6][N:5]([C:8]([O:10][C:11]([CH3:14])([CH3:13])[CH3:12])=[O:9])[CH2:4][CH2:3]1.CN(C)C=O.[H-].[Na+].Cl[C:23]1[N:28]=[CH:27][C:26]([C:29]#[N:30])=[CH:25][CH:24]=1, predict the reaction product. The product is: [C:29]([C:26]1[CH:25]=[CH:24][C:23]([O:1][CH:2]2[CH2:3][CH2:4][N:5]([C:8]([O:10][C:11]([CH3:14])([CH3:13])[CH3:12])=[O:9])[CH2:6][CH2:7]2)=[N:28][CH:27]=1)#[N:30]. (4) The product is: [Cl:12][C:8]1[C:9]([O:29][C:27]2[CH:26]=[CH:25][C:24]3[B:20]([OH:30])[O:21][CH2:22][C:23]=3[CH:28]=2)=[N:10][C:2]([O:19][CH:16]2[CH2:17][CH2:18][O:13][CH2:14][CH2:15]2)=[C:3]([CH:7]=1)[C:4]#[N:6]. Given the reactants Cl[C:2]1[N:10]=[C:9](Cl)[C:8]([Cl:12])=[CH:7][C:3]=1[C:4]([NH2:6])=O.[O:13]1[CH2:18][CH2:17][CH:16]([OH:19])[CH2:15][CH2:14]1.[B:20]1([OH:30])[C:24]2[CH:25]=[CH:26][C:27]([OH:29])=[CH:28][C:23]=2[CH2:22][O:21]1, predict the reaction product.